Dataset: Reaction yield outcomes from USPTO patents with 853,638 reactions. Task: Predict the reaction yield, written as a fraction of the theoretical maximum amount of product (1.0 means a 100% yield; for example, 0.34 means a 34% yield). (1) The reactants are [Cl:1][C:2]([Cl:7])([Cl:6])[C:3](Cl)=[O:4].[NH:8]1[CH:12]=[CH:11][CH:10]=[CH:9]1.C(=O)([O-])[O-].[K+].[K+]. The catalyst is CCOCC.O. The product is [Cl:1][C:2]([Cl:7])([Cl:6])[C:3]([C:9]1[NH:8][CH:12]=[CH:11][CH:10]=1)=[O:4]. The yield is 0.770. (2) The reactants are [CH2:1]=[CH:2][CH2:3][CH:4]1[CH2:8][CH2:7][CH2:6][C:5]1=O.[CH3:10][NH2:11].[CH2:12]([OH:14])[CH3:13].[C:15]([OH:18])(=O)C.[C:19]([N+:23]#[C-])([CH3:22])([CH3:21])[CH3:20]. The catalyst is C(O)C(F)(F)F.C(Cl)Cl. The product is [CH2:3]([C@H:4]1[CH2:8][CH2:7][CH2:6][C@@:5]1([N:11]([CH3:10])[C:12](=[O:14])[CH3:13])[C:15]([NH:23][C:19]([CH3:20])([CH3:21])[CH3:22])=[O:18])[CH:2]=[CH2:1]. The yield is 0.330. (3) The reactants are F[C:2]1[CH:31]=[CH:30][C:5]([C:6]([NH:8][C:9]2[S:13][C:12]([NH:14][C:15]3[CH:24]=[CH:23][C:22]4[C:17](=[CH:18][CH:19]=[CH:20][CH:21]=4)[CH:16]=3)=[N:11][C:10]=2[C:25](OCC)=[O:26])=[O:7])=[CH:4][CH:3]=1.[NH2:32][CH2:33][CH2:34][OH:35]. The catalyst is CN1C(=O)CCC1.CCOC(C)=O. The product is [OH:35][CH2:34][CH2:33][NH:32][C:25]([C:10]1[N:11]=[C:12]([NH:14][C:15]2[CH:24]=[CH:23][C:22]3[C:17](=[CH:18][CH:19]=[CH:20][CH:21]=3)[CH:16]=2)[S:13][C:9]=1[NH:8][C:6](=[O:7])[C:5]1[CH:30]=[CH:31][C:2]([NH:11][CH2:10][CH2:25][OH:26])=[CH:3][CH:4]=1)=[O:26]. The yield is 0.250. (4) The reactants are Br[C:2]1[CH:3]=[C:4]2[C:8](=[CH:9][C:10]=1[Cl:11])[NH:7][N:6]=[C:5]2[C:12]([OH:14])=[O:13].[CH2:15]([O:17][C:18]1[CH:23]=[CH:22][C:21](B(O)O)=[CH:20][CH:19]=1)[CH3:16].C(=O)([O-])[O-].[K+].[K+]. The catalyst is C1(C)C=CC=CC=1.CCO.C1C=CC(P(C2C=CC=CC=2)[C-]2C=CC=C2)=CC=1.C1C=CC(P(C2C=CC=CC=2)[C-]2C=CC=C2)=CC=1.Cl[Pd]Cl.[Fe+2].ClCCl. The product is [Cl:11][C:10]1[CH:9]=[C:8]2[C:4]([C:5]([C:12]([OH:14])=[O:13])=[N:6][NH:7]2)=[CH:3][C:2]=1[C:21]1[CH:22]=[CH:23][C:18]([O:17][CH2:15][CH3:16])=[CH:19][CH:20]=1. The yield is 0.0500. (5) The reactants are [N:1]1[CH:6]=[CH:5][CH:4]=[C:3]([C:7]([OH:9])=O)[N:2]=1.CN(C(ON1N=NC2C=CC=NC1=2)=[N+](C)C)C.F[P-](F)(F)(F)(F)F.[CH:34]1[C:42]2[N:41]3[C:43]([C@@H:46]4[C@H:50]([CH3:51])[CH2:49][C@H:48]([NH2:52])[CH2:47]4)=[CH:44][N:45]=[C:40]3[CH:39]=[N:38][C:37]=2[NH:36][CH:35]=1. The catalyst is CN(C=O)C.C(Cl)Cl. The product is [CH:34]1[C:42]2[N:41]3[C:43]([C@@H:46]4[C@@H:50]([CH3:51])[CH2:49][C@H:48]([NH:52][C:7]([C:3]5[N:2]=[N:1][CH:6]=[CH:5][CH:4]=5)=[O:9])[CH2:47]4)=[CH:44][N:45]=[C:40]3[CH:39]=[N:38][C:37]=2[NH:36][CH:35]=1. The yield is 0.260. (6) The reactants are C([O:4][C:5]1[CH:10]=[C:9]([F:11])[CH:8]=[CH:7][C:6]=1[Br:12])C=C.[C:13]1(C)[CH:18]=C(C)C=C(C)[CH:14]=1.C(C1C(C(F)(F)F)=CC=C(Cl)C=1O)C=C. No catalyst specified. The product is [CH2:18]([C:10]1[C:9]([F:11])=[CH:8][CH:7]=[C:6]([Br:12])[C:5]=1[OH:4])[CH:13]=[CH2:14]. The yield is 0.950. (7) No catalyst specified. The reactants are [CH2:1]([C:5]1=[CH:6][N:7]([C:29]([CH3:32])([CH3:31])[CH3:30])[S:8]/[C:9]/1=[N:10]\[C:11]([C:13]1[CH:14]=[C:15]([NH:21]C(=O)OC(C)(C)C)[CH:16]=[CH:17][C:18]=1[O:19][CH3:20])=[O:12])[CH2:2][CH2:3][CH3:4].C(O)(C(F)(F)F)=O. The yield is 0.920. The product is [NH2:21][C:15]1[CH:16]=[CH:17][C:18]([O:19][CH3:20])=[C:13]([CH:14]=1)[C:11](/[N:10]=[C:9]1/[C:5]([CH2:1][CH2:2][CH2:3][CH3:4])=[CH:6][N:7]([C:29]([CH3:31])([CH3:32])[CH3:30])[S:8]/1)=[O:12]. (8) The reactants are [F:1][C:2]1[CH:18]=[C:17]([CH:19]=[CH2:20])[CH:16]=[CH:15][C:3]=1[O:4][C:5]1[CH:10]=[CH:9][CH:8]=[C:7]([C:11]([F:14])([F:13])[F:12])[N:6]=1.B1C2CCCC1CCC2.C1C[O:33]CC1. No catalyst specified. The product is [F:1][C:2]1[CH:18]=[C:17]([CH2:19][CH2:20][OH:33])[CH:16]=[CH:15][C:3]=1[O:4][C:5]1[CH:10]=[CH:9][CH:8]=[C:7]([C:11]([F:14])([F:13])[F:12])[N:6]=1. The yield is 0.391. (9) The reactants are [OH:1][CH2:2][C@@H:3]1[CH2:7][N:6]([C:8]([O:10][C:11]([CH3:14])([CH3:13])[CH3:12])=[O:9])[C@H:5]([C:15]([O:17][CH3:18])=[O:16])[CH2:4]1.[C:19](C1C=CC=C(C(C)(C)C)N=1)(C)(C)C.CI. The catalyst is C(Cl)Cl.C(S([O-])(=O)=O)(F)(F)F.[Ag+]. The product is [CH3:19][O:1][CH2:2][C@@H:3]1[CH2:7][N:6]([C:8]([O:10][C:11]([CH3:13])([CH3:14])[CH3:12])=[O:9])[C@H:5]([C:15]([O:17][CH3:18])=[O:16])[CH2:4]1. The yield is 0.780.